This data is from Full USPTO retrosynthesis dataset with 1.9M reactions from patents (1976-2016). The task is: Predict the reactants needed to synthesize the given product. Given the product [OH:18][C@@H:16]1[CH2:15][N:14]([C:19]([O:21][C:22]([CH3:25])([CH3:24])[CH3:23])=[O:20])[C@H:13]([C:11]2[NH:12][C:8]([C:5]3[CH:6]=[CH:7][C:2]([B:26]4[O:30][C:29]([CH3:32])([CH3:31])[C:28]([CH3:34])([CH3:33])[O:27]4)=[CH:3][CH:4]=3)=[CH:9][N:10]=2)[CH2:17]1, predict the reactants needed to synthesize it. The reactants are: Br[C:2]1[CH:7]=[CH:6][C:5]([C:8]2[NH:12][C:11]([C@@H:13]3[CH2:17][C@H:16]([OH:18])[CH2:15][N:14]3[C:19]([O:21][C:22]([CH3:25])([CH3:24])[CH3:23])=[O:20])=[N:10][CH:9]=2)=[CH:4][CH:3]=1.[B:26]1([B:26]2[O:30][C:29]([CH3:32])([CH3:31])[C:28]([CH3:34])([CH3:33])[O:27]2)[O:30][C:29]([CH3:32])([CH3:31])[C:28]([CH3:34])([CH3:33])[O:27]1.CC([O-])=O.[K+].